This data is from Catalyst prediction with 721,799 reactions and 888 catalyst types from USPTO. The task is: Predict which catalyst facilitates the given reaction. Reactant: [Br:1][C:2]1[CH:3]=[CH:4][CH:5]=[C:6]2[C:11]=1[CH2:10][N:9](C(OC(C)(C)C)=O)[CH:8](C(OC)=O)[C:7]2=[O:23].[ClH:24].O. Product: [ClH:24].[Br:1][C:2]1[CH:3]=[CH:4][CH:5]=[C:6]2[C:11]=1[CH2:10][NH:9][CH2:8][C:7]2=[O:23]. The catalyst class is: 12.